This data is from Full USPTO retrosynthesis dataset with 1.9M reactions from patents (1976-2016). The task is: Predict the reactants needed to synthesize the given product. (1) Given the product [F:28][C:29]1[CH:34]=[CH:33][CH:32]=[C:31]([F:35])[C:30]=1[S:36]([N:11]1[CH2:10][CH2:9][N:8]([C:6]([O:5][CH2:1][CH2:4][CH2:26][CH3:27])=[O:7])[CH2:13][CH2:12]1)(=[O:38])=[O:37], predict the reactants needed to synthesize it. The reactants are: [C:1]([O:5][C:6]([N:8]1[CH2:13][CH2:12][NH:11][CH2:10][CH:9]1C(OC(C)(C)C)=O)=[O:7])([CH3:4])(C)C.C(N([CH2:26][CH3:27])CC)C.[F:28][C:29]1[CH:34]=[CH:33][CH:32]=[C:31]([F:35])[C:30]=1[S:36](Cl)(=[O:38])=[O:37]. (2) Given the product [CH2:12]([O:11][C:9](=[O:10])[C:8]1[CH:14]=[CH:15][C:5]([C:1](=[O:4])[CH:2]([Br:22])[CH3:3])=[CH:6][CH:7]=1)[CH3:13], predict the reactants needed to synthesize it. The reactants are: [C:1]([C:5]1[CH:15]=[CH:14][C:8]([C:9]([O:11][CH2:12][CH3:13])=[O:10])=[CH:7][CH:6]=1)(=[O:4])[CH2:2][CH3:3].C1CNC(=O)C1.[Br:22][Br-]Br.N1CCCC1=O.